Dataset: Reaction yield outcomes from USPTO patents with 853,638 reactions. Task: Predict the reaction yield, written as a fraction of the theoretical maximum amount of product (1.0 means a 100% yield; for example, 0.34 means a 34% yield). The reactants are [F:1][C:2]([F:35])([F:34])[C:3]1[CH:4]=[C:5]([CH:27]=[C:28]([C:30]([F:33])([F:32])[F:31])[CH:29]=1)[CH2:6][N:7]1[C:13](=[O:14])[C:12]2[C:15]([C:20]3[CH:25]=[CH:24][CH:23]=[CH:22][C:21]=3[CH3:26])=[CH:16][C:17](Cl)=[N:18][C:11]=2[O:10][CH2:9][CH2:8]1.[N:36]1([CH:42]2[CH2:47][CH2:46][NH:45][CH2:44][CH2:43]2)[CH2:41][CH2:40][O:39][CH2:38][CH2:37]1. No catalyst specified. The product is [F:1][C:2]([F:35])([F:34])[C:3]1[CH:4]=[C:5]([CH:27]=[C:28]([C:30]([F:33])([F:32])[F:31])[CH:29]=1)[CH2:6][N:7]1[C:13](=[O:14])[C:12]2[C:15]([C:20]3[CH:25]=[CH:24][CH:23]=[CH:22][C:21]=3[CH3:26])=[CH:16][C:17]([N:45]3[CH2:46][CH2:47][CH:42]([N:36]4[CH2:41][CH2:40][O:39][CH2:38][CH2:37]4)[CH2:43][CH2:44]3)=[N:18][C:11]=2[O:10][CH2:9][CH2:8]1. The yield is 0.130.